This data is from Reaction yield outcomes from USPTO patents with 853,638 reactions. The task is: Predict the reaction yield, written as a fraction of the theoretical maximum amount of product (1.0 means a 100% yield; for example, 0.34 means a 34% yield). (1) The reactants are [CH3:1][C:2]1[C:14]2[C:13](=[O:15])[C:12]3[C:7](=[CH:8][CH:9]=[CH:10][CH:11]=3)[NH:6][C:5]=2[N:4]([C:16]2[CH:21]=[CH:20][CH:19]=[CH:18][N:17]=2)[N:3]=1.[H-].[Na+].[CH2:24](I)[CH:25]([CH3:27])[CH3:26].O. The catalyst is CN(C)C=O. The product is [CH2:24]([O:15][C:13]1[C:12]2[C:7](=[CH:8][CH:9]=[CH:10][CH:11]=2)[N:6]=[C:5]2[N:4]([C:16]3[CH:21]=[CH:20][CH:19]=[CH:18][N:17]=3)[N:3]=[C:2]([CH3:1])[C:14]=12)[CH:25]([CH3:27])[CH3:26]. The yield is 0.230. (2) The reactants are [Cl:1][C:2]1[CH:3]=[C:4](B2OC(C)(C)C(C)(C)O2)[CH:5]=[CH:6][C:7]=1[O:8][CH:9]([F:11])[F:10].[OH:21]OS([O-])=O.[K+]. The catalyst is CC(C)=O. The product is [Cl:1][C:2]1[CH:3]=[C:4]([OH:21])[CH:5]=[CH:6][C:7]=1[O:8][CH:9]([F:11])[F:10]. The yield is 0.820. (3) The reactants are [Cl:1][C:2]1[CH:3]=[CH:4][C:5]([O:31][CH3:32])=[C:6]([C:8]2[C:12]([NH:13][C:14]([C:16]3[CH:17]=[N:18][N:19]4[CH:24]=[CH:23][CH:22]=[N:21][C:20]=34)=[O:15])=[CH:11][N:10]([C:25]([CH3:30])([CH3:29])[C:26]([OH:28])=O)[N:9]=2)[CH:7]=1.[NH:33]1[CH2:36][CH2:35][CH2:34]1.C(N(CC)C(C)C)(C)C. The catalyst is CN(C)C=O. The product is [N:33]1([C:26](=[O:28])[C:25]([N:10]2[CH:11]=[C:12]([NH:13][C:14]([C:16]3[CH:17]=[N:18][N:19]4[CH:24]=[CH:23][CH:22]=[N:21][C:20]=34)=[O:15])[C:8]([C:6]3[CH:7]=[C:2]([Cl:1])[CH:3]=[CH:4][C:5]=3[O:31][CH3:32])=[N:9]2)([CH3:30])[CH3:29])[CH2:36][CH2:35][CH2:34]1. The yield is 0.600. (4) The reactants are C([S:4][CH:5]1[CH2:8][N:7]([C:9]2[S:10][CH:11]=[C:12]([C:14](=[O:16])[NH2:15])[N:13]=2)[CH2:6]1)(=O)C.C(O)(=O)C.NN.C1(P(O[C:38]2[C@H:39]([CH3:62])[C@H:40]3[C@@H:57]([C@H:58]([OH:60])[CH3:59])[C:56](=[O:61])[N:41]3[C:42]=2[C:43]([O:45][CH2:46][C:47]2[CH:52]=[CH:51][C:50]([N+:53]([O-:55])=[O:54])=[CH:49][CH:48]=2)=[O:44])(C2C=CC=CC=2)=O)C=CC=CC=1.C(N(C(C)C)CC)(C)C.C(=O)([O-])O.[Na+]. The catalyst is CN(C)C=O.C(#N)C.C(OCC)(=O)C. The product is [C:14]([C:12]1[N:13]=[C:9]([N:7]2[CH2:8][CH:5]([S:4][C:38]3[C@H:39]([CH3:62])[C@@H:40]4[C@@H:57]([C@H:58]([OH:60])[CH3:59])[C:56](=[O:61])[N:41]4[C:42]=3[C:43]([O:45][CH2:46][C:47]3[CH:48]=[CH:49][C:50]([N+:53]([O-:55])=[O:54])=[CH:51][CH:52]=3)=[O:44])[CH2:6]2)[S:10][CH:11]=1)(=[O:16])[NH2:15]. The yield is 0.940. (5) The reactants are [CH2:1]([O:8][C:9]1[CH:17]=[C:16]([O:18][CH2:19][C:20]2[CH:25]=[CH:24][CH:23]=[CH:22][CH:21]=2)[C:15]([C:26]([CH3:28])=[CH2:27])=[CH:14][C:10]=1[C:11](O)=[O:12])[C:2]1[CH:7]=[CH:6][CH:5]=[CH:4][CH:3]=1.Cl.C(N=C=N)C.ON1C2C=CC=CC=2N=N1.Cl.Cl.[CH2:47]1[C:55]2[C:50](=[CH:51][C:52]([C:56]3([OH:63])[CH2:61][CH2:60][N:59]([CH3:62])[CH2:58][CH2:57]3)=[CH:53][CH:54]=2)[CH2:49][NH:48]1.C(N(CC)CC)C. The catalyst is CN(C=O)C. The product is [CH2:1]([O:8][C:9]1[CH:17]=[C:16]([O:18][CH2:19][C:20]2[CH:21]=[CH:22][CH:23]=[CH:24][CH:25]=2)[C:15]([C:26]([CH3:28])=[CH2:27])=[CH:14][C:10]=1[C:11]([N:48]1[CH2:49][C:50]2[C:55](=[CH:54][CH:53]=[C:52]([C:56]3([OH:63])[CH2:61][CH2:60][N:59]([CH3:62])[CH2:58][CH2:57]3)[CH:51]=2)[CH2:47]1)=[O:12])[C:2]1[CH:3]=[CH:4][CH:5]=[CH:6][CH:7]=1. The yield is 0.690.